From a dataset of Reaction yield outcomes from USPTO patents with 853,638 reactions. Predict the reaction yield, written as a fraction of the theoretical maximum amount of product (1.0 means a 100% yield; for example, 0.34 means a 34% yield). (1) The reactants are [C:1]([C:3]1[CH:8]=[CH:7][CH:6]=[CH:5][N:4]=1)#[N:2].[CH2:9]([Mg]Br)[CH3:10].C(N(CC)CC)C.[Br:20][C:21]1[C:30]2[C:25](=[CH:26][CH:27]=[CH:28][CH:29]=2)[C:24]([S:31](Cl)(=[O:33])=[O:32])=[CH:23][CH:22]=1.C(=O)([O-])O.[Na+]. The catalyst is C(OCC)C.CC(C)[O-].[Ti+4].CC(C)[O-].CC(C)[O-].CC(C)[O-].O.ClCCl. The product is [Br:20][C:21]1[C:30]2[C:25](=[CH:26][CH:27]=[CH:28][CH:29]=2)[C:24]([S:31]([NH:2][C:1]2([C:3]3[CH:8]=[CH:7][CH:6]=[CH:5][N:4]=3)[CH2:10][CH2:9]2)(=[O:33])=[O:32])=[CH:23][CH:22]=1. The yield is 0.940. (2) The reactants are [NH2:1][C:2]1[CH:9]=[CH:8][CH:7]=[C:6](Br)[C:3]=1[C:4]#[N:5].CC([O-])=O.[K+].[C:16]1(B(O)O)[CH:21]=[CH:20][CH:19]=[CH:18][CH:17]=1. The catalyst is C1(C)C=CC=CC=1. The product is [NH2:1][C:2]1[CH:9]=[CH:8][CH:7]=[C:6]([C:16]2[CH:21]=[CH:20][CH:19]=[CH:18][CH:17]=2)[C:3]=1[C:4]#[N:5]. The yield is 0.650. (3) The reactants are [CH:1]1([CH2:7][C:8]([CH3:19])([C:13]2[CH:18]=[CH:17][CH:16]=[CH:15][CH:14]=2)[C:9]([O:11]C)=[O:10])[CH2:6][CH2:5][CH2:4][CH2:3][CH2:2]1.C[Si](C)(C)[O-].[K+].O. The catalyst is O1CCCC1. The product is [CH:1]1([CH2:7][C:8]([CH3:19])([C:13]2[CH:14]=[CH:15][CH:16]=[CH:17][CH:18]=2)[C:9]([OH:11])=[O:10])[CH2:6][CH2:5][CH2:4][CH2:3][CH2:2]1. The yield is 0.990. (4) The reactants are [NH2:1][CH2:2][C:3]([CH3:7])([CH3:6])[CH2:4][OH:5].[CH2:8]([N:10]=[C:11]=[O:12])[CH3:9]. The catalyst is O1CCOCC1. The product is [CH2:8]([NH:10][C:11]([NH:1][CH2:2][C:3]([CH3:7])([CH3:6])[CH2:4][OH:5])=[O:12])[CH3:9]. The yield is 1.00. (5) The reactants are Cl[C:2]1[CH:7]=[C:6]([Cl:8])[N:5]=[N:4][C:3]=1[CH3:9].CC1(C)C(C)(C)OB([C:18]2[S:22][C:21]([C:23]([O:25][CH3:26])=[O:24])=[CH:20][CH:19]=2)O1.[F-].[K+].N#N. The catalyst is C1(C)C=CC=CC=1.O.CCOC(C)=O.C([O-])(=O)C.[Pd+2].C([O-])(=O)C.C1([C-]2C(C3C=CC=CC=3)=C(C3C=CC=CC=3)C(C3C=CC=CC=3)=C2C2C=CC=CC=2)C=CC=CC=1.C(P(C(C)(C)C)[C-]1C=CC=C1)(C)(C)C.[Fe+2]. The product is [Cl:8][C:6]1[N:5]=[N:4][C:3]([CH3:9])=[C:2]([C:18]2[S:22][C:21]([C:23]([O:25][CH3:26])=[O:24])=[CH:20][CH:19]=2)[CH:7]=1. The yield is 0.280.